Dataset: Forward reaction prediction with 1.9M reactions from USPTO patents (1976-2016). Task: Predict the product of the given reaction. (1) Given the reactants [CH:1]([NH:4][C:5]([N:7]1[CH2:12][CH2:11][CH:10]([CH2:13][OH:14])[CH2:9][CH2:8]1)=[O:6])([CH3:3])[CH3:2].C(N(CC)CC)C.[CH3:22][S:23](Cl)(=[O:25])=[O:24].O, predict the reaction product. The product is: [CH3:22][S:23]([O:14][CH2:13][CH:10]1[CH2:11][CH2:12][N:7]([C:5](=[O:6])[NH:4][CH:1]([CH3:3])[CH3:2])[CH2:8][CH2:9]1)(=[O:25])=[O:24]. (2) The product is: [F:15][C:13]1[C:5]2[N:6]([CH:10]([CH3:12])[CH3:11])[C:7](=[O:9])[O:8][C:4]=2[CH:3]=[C:2]([NH:1][CH2:21][C@@H:20]([OH:22])[C:18]([O:17][CH3:16])=[O:19])[CH:14]=1. Given the reactants [NH2:1][C:2]1[CH:14]=[C:13]([F:15])[C:5]2[N:6]([CH:10]([CH3:12])[CH3:11])[C:7](=[O:9])[O:8][C:4]=2[CH:3]=1.[CH3:16][O:17][C:18]([C@@H:20]1[O:22][CH2:21]1)=[O:19].FC(F)(F)S([O-])(=O)=O.[Li+], predict the reaction product. (3) Given the reactants [C:1]([O:6][CH2:7][CH3:8])(=[O:5])[C:2]([CH3:4])=[O:3].N1C(C)=CC=CC=1C.[CH3:17][C:18]([CH3:22])([CH3:21])[C:19]#[N:20], predict the reaction product. The product is: [C:18]([C:19]1[O:3][C:2]([C:1]([O:6][CH2:7][CH3:8])=[O:5])=[CH:4][N:20]=1)([CH3:22])([CH3:21])[CH3:17].